Dataset: Reaction yield outcomes from USPTO patents with 853,638 reactions. Task: Predict the reaction yield, written as a fraction of the theoretical maximum amount of product (1.0 means a 100% yield; for example, 0.34 means a 34% yield). (1) The reactants are [CH:1]([PH:3](=[O:6])[CH:4]=[CH2:5])=[CH2:2].[CH2:7]([NH2:14])[C:8]1[CH:13]=[CH:12][CH:11]=[CH:10][CH:9]=1.[CH2:15]1[CH2:19]O[CH2:17][CH2:16]1. The catalyst is O. The product is [CH2:7]([N:14]1[CH2:5][CH2:4][P:3](=[O:6])([CH2:17][CH:16]2[CH2:19][CH2:15]2)[CH2:1][CH2:2]1)[C:8]1[CH:13]=[CH:12][CH:11]=[CH:10][CH:9]=1. The yield is 0.810. (2) The reactants are [Cl:1][C:2]1[N:7]=[CH:6][C:5]([NH2:8])=[C:4]([NH:9][CH:10]2[CH2:14][CH2:13][O:12][CH2:11]2)[CH:3]=1.[CH:15](OC)(OC)OC. The catalyst is C(O)=O. The product is [Cl:1][C:2]1[N:7]=[CH:6][C:5]2[N:8]=[CH:15][N:9]([CH:10]3[CH2:14][CH2:13][O:12][CH2:11]3)[C:4]=2[CH:3]=1. The yield is 0.670. (3) The reactants are COC1C=CC([CH2:7][N:8](C)[C:9]2[CH:18]=[C:17]3[C:12]([CH:13]=[C:14]([C:22]4[C:23]([F:39])=[CH:24][C:25]([F:38])=[C:26]([NH:28][C:29]([NH:31][C:32]5[CH:37]=[CH:36][CH:35]=[CH:34][CH:33]=5)=[O:30])[CH:27]=4)[C:15](=[O:21])[N:16]3[CH2:19][CH3:20])=[CH:11][N:10]=2)=CC=1.C([O-])(O)=O.[Na+]. The catalyst is C(O)(C(F)(F)F)=O. The product is [CH2:19]([N:16]1[C:17]2[C:12](=[CH:11][N:10]=[C:9]([NH:8][CH3:7])[CH:18]=2)[CH:13]=[C:14]([C:22]2[C:23]([F:39])=[CH:24][C:25]([F:38])=[C:26]([NH:28][C:29]([NH:31][C:32]3[CH:37]=[CH:36][CH:35]=[CH:34][CH:33]=3)=[O:30])[CH:27]=2)[C:15]1=[O:21])[CH3:20]. The yield is 0.500. (4) The reactants are [NH2:1][C@@H:2]1[C@@H:7]([O:8][CH2:9][C:10]2[CH:15]=[CH:14][CH:13]=[CH:12][CH:11]=2)[C@H:6]([O:16][CH2:17][C:18]2[CH:23]=[CH:22][CH:21]=[CH:20][CH:19]=2)[C@@H:5]([CH2:24][O:25][CH2:26][C:27]2[CH:32]=[CH:31][CH:30]=[CH:29][CH:28]=2)[CH2:4][C@@H:3]1[OH:33].[C:34](O[C:34]([O:36][C:37]([CH3:40])([CH3:39])[CH3:38])=[O:35])([O:36][C:37]([CH3:40])([CH3:39])[CH3:38])=[O:35]. The catalyst is C(Cl)Cl. The product is [C:37]([O:36][C:34](=[O:35])[NH:1][C@H:2]1[C@@H:3]([OH:33])[CH2:4][C@H:5]([CH2:24][O:25][CH2:26][C:27]2[CH:32]=[CH:31][CH:30]=[CH:29][CH:28]=2)[C@@H:6]([O:16][CH2:17][C:18]2[CH:19]=[CH:20][CH:21]=[CH:22][CH:23]=2)[C@@H:7]1[O:8][CH2:9][C:10]1[CH:11]=[CH:12][CH:13]=[CH:14][CH:15]=1)([CH3:40])([CH3:39])[CH3:38]. The yield is 1.00. (5) The reactants are [NH:1]1[CH2:6][CH2:5][CH2:4][C@@H:3]2[C:7]3[CH:8]=[CH:9][C:10]([NH2:14])=[CH:11][C:12]=3[CH2:13][C@H:2]12.[C:15](O[C:15]([O:17][C:18]([CH3:21])([CH3:20])[CH3:19])=[O:16])([O:17][C:18]([CH3:21])([CH3:20])[CH3:19])=[O:16]. No catalyst specified. The product is [C:18]([O:17][C:15]([N:1]1[CH2:6][CH2:5][CH2:4][C@@H:3]2[C:7]3[CH:8]=[CH:9][C:10]([NH2:14])=[CH:11][C:12]=3[CH2:13][C@H:2]12)=[O:16])([CH3:21])([CH3:20])[CH3:19]. The yield is 0.250. (6) The reactants are [C:1]([O:5][C:6]([NH:8][C@@H:9]1[C:23](=[O:24])[N:22]2[CH2:25][C@H:26]([O:28][C:29]3[CH:38]=[N:37][C:36]4[C:31](=[CH:32][CH:33]=[CH:34][CH:35]=4)[N:30]=3)[CH2:27][C@H:21]2[C:20](=[O:39])[NH:19][C@:18]2([C:41]([O:43]CC)=[O:42])[CH2:40][C@H:17]2[CH2:16][C:15]([F:47])([F:46])[CH2:14][CH2:13][CH2:12][CH2:11][CH2:10]1)=[O:7])([CH3:4])([CH3:3])[CH3:2].O.[OH-].[Li+].Cl. The catalyst is O1CCCC1.C(O)C.O.C(OCC)(=O)C. The product is [C:1]([O:5][C:6]([NH:8][C@@H:9]1[C:23](=[O:24])[N:22]2[CH2:25][C@H:26]([O:28][C:29]3[CH:38]=[N:37][C:36]4[C:31](=[CH:32][CH:33]=[CH:34][CH:35]=4)[N:30]=3)[CH2:27][C@H:21]2[C:20](=[O:39])[NH:19][C@:18]2([C:41]([OH:43])=[O:42])[CH2:40][C@H:17]2[CH2:16][C:15]([F:46])([F:47])[CH2:14][CH2:13][CH2:12][CH2:11][CH2:10]1)=[O:7])([CH3:4])([CH3:2])[CH3:3]. The yield is 0.790. (7) The reactants are [C:1]([O:5][C:6]([NH:8][CH2:9][C:10]1[CH:19]=[CH:18][CH:17]=[CH:16][C:11]=1[C:12]([O:14]C)=[O:13])=[O:7])([CH3:4])([CH3:3])[CH3:2].[OH-].[Na+].Cl. The catalyst is C1COCC1. The product is [C:1]([O:5][C:6]([NH:8][CH2:9][C:10]1[CH:19]=[CH:18][CH:17]=[CH:16][C:11]=1[C:12]([OH:14])=[O:13])=[O:7])([CH3:4])([CH3:2])[CH3:3]. The yield is 0.980. (8) The reactants are [CH:1]1([Mg]Cl)[CH2:5][CH2:4][CH2:3][CH2:2]1.[C:8]1([CH2:14][C:15]#N)[CH:13]=[CH:12][CH:11]=[CH:10][CH:9]=1.Cl.[O:18]1CCCC1. The catalyst is CC(C)[O-].[Ti+4].CC(C)[O-].CC(C)[O-].CC(C)[O-]. The product is [CH:1]1([C:15](=[O:18])[CH2:14][C:8]2[CH:13]=[CH:12][CH:11]=[CH:10][CH:9]=2)[CH2:5][CH2:4][CH2:3][CH2:2]1. The yield is 0.665. (9) The product is [N:18]1[CH:19]=[CH:20][CH:21]=[CH:22][C:17]=1[C:15]([C:6]1[C:5]2[O:1][CH2:2][CH2:3][C:4]=2[CH:9]=[CH:8][CH:7]=1)=[O:23]. The reactants are [O:1]1[C:5]2[CH:6]=[CH:7][CH:8]=[CH:9][C:4]=2[CH2:3][CH2:2]1.[Li]CCCC.[C:15]([C:17]1[CH:22]=[CH:21][CH:20]=[CH:19][N:18]=1)#N.[OH-:23].[Na+]. The catalyst is C(OCC)C.CN(C)CCN(C)C.C1COCC1.Cl.CCCCCCC.CCOC(C)=O. The yield is 0.880.